From a dataset of Full USPTO retrosynthesis dataset with 1.9M reactions from patents (1976-2016). Predict the reactants needed to synthesize the given product. (1) Given the product [Cl:1][C:2]1[CH:3]=[C:4]2[C:9](=[CH:10][CH:11]=1)[NH:8][CH:7]([C:12]1[CH:18]=[CH:17][CH:16]=[CH:15][C:13]=1[NH:14][S:34]([C:29]1[CH:30]=[CH:31][CH:32]=[CH:33][C:28]=1[F:27])(=[O:36])=[O:35])[CH2:6][C:5]2([CH3:20])[CH3:19], predict the reactants needed to synthesize it. The reactants are: [Cl:1][C:2]1[CH:3]=[C:4]2[C:9](=[CH:10][CH:11]=1)[NH:8][CH:7]([C:12]1[CH:18]=[CH:17][CH:16]=[CH:15][C:13]=1[NH2:14])[CH2:6][C:5]2([CH3:20])[CH3:19].N1C=CC=CC=1.[F:27][C:28]1[CH:33]=[CH:32][CH:31]=[CH:30][C:29]=1[S:34](Cl)(=[O:36])=[O:35]. (2) Given the product [Br:1][C:2]1[CH:3]=[N:4][C:5]([NH:12][CH:9]2[CH2:11][CH2:10]2)=[N:6][CH:7]=1, predict the reactants needed to synthesize it. The reactants are: [Br:1][C:2]1[CH:3]=[N:4][C:5](Cl)=[N:6][CH:7]=1.[CH:9]1([NH2:12])[CH2:11][CH2:10]1. (3) The reactants are: [C:1]([C:5]1[CH:19]=[CH:18][C:8]([O:9][C:10]2[CH:11]=[C:12]([CH:15]=[CH:16][CH:17]=2)[CH:13]=O)=[CH:7][CH:6]=1)([CH3:4])([CH3:3])[CH3:2].[CH3:20][CH:21]([CH3:37])[C:22]([NH:24][C:25]1[CH:30]=[CH:29][CH:28]=[C:27]([CH:31]2[CH2:36][CH2:35][NH:34][CH2:33][CH2:32]2)[CH:26]=1)=[O:23]. Given the product [C:1]([C:5]1[CH:19]=[CH:18][C:8]([O:9][C:10]2[CH:11]=[C:12]([CH:15]=[CH:16][CH:17]=2)[CH2:13][N:34]2[CH2:35][CH2:36][CH:31]([C:27]3[CH:26]=[C:25]([NH:24][C:22](=[O:23])[CH:21]([CH3:20])[CH3:37])[CH:30]=[CH:29][CH:28]=3)[CH2:32][CH2:33]2)=[CH:7][CH:6]=1)([CH3:4])([CH3:3])[CH3:2], predict the reactants needed to synthesize it. (4) Given the product [NH2:20][C:16]1[CH:15]=[C:14]2[C:19](=[CH:18][CH:17]=1)[N:11]([CH2:10][C:9]([C:3]1[CH:4]=[CH:5][C:6]([F:8])=[CH:7][C:2]=1[F:1])([OH:29])[CH2:23][N:24]1[CH:28]=[N:27][CH:26]=[N:25]1)[N:12]=[CH:13]2, predict the reactants needed to synthesize it. The reactants are: [F:1][C:2]1[CH:7]=[C:6]([F:8])[CH:5]=[CH:4][C:3]=1[C:9]([OH:29])([CH2:23][N:24]1[CH:28]=[N:27][CH:26]=[N:25]1)[CH2:10][N:11]1[C:19]2[C:14](=[CH:15][C:16]([N+:20]([O-])=O)=[CH:17][CH:18]=2)[CH:13]=[N:12]1.[H][H].